This data is from Reaction yield outcomes from USPTO patents with 853,638 reactions. The task is: Predict the reaction yield, written as a fraction of the theoretical maximum amount of product (1.0 means a 100% yield; for example, 0.34 means a 34% yield). (1) The reactants are [ClH:1].[CH3:2][C:3]1[CH:12]=[CH:11][C:10]2[C:5](=[CH:6][CH:7]=[CH:8][C:9]=2[N:13]2[CH2:18][CH2:17][N:16]([CH2:19][CH2:20][C:21]3[CH:22]=[CH:23][C:24]4[O:29][CH2:28][C:27](=[O:30])[NH:26][C:25]=4[CH:31]=3)[CH2:15][CH2:14]2)[N:4]=1.[H-].[Na+].CI.[Cl-].[NH4+].Cl.[CH2:39](OCC)C. The catalyst is CN(C=O)C. The product is [ClH:1].[CH3:39][N:26]1[C:25]2[CH:31]=[C:21]([CH2:20][CH2:19][N:16]3[CH2:17][CH2:18][N:13]([C:9]4[CH:8]=[CH:7][CH:6]=[C:5]5[C:10]=4[CH:11]=[CH:12][C:3]([CH3:2])=[N:4]5)[CH2:14][CH2:15]3)[CH:22]=[CH:23][C:24]=2[O:29][CH2:28][C:27]1=[O:30]. The yield is 0.550. (2) The reactants are CC(C)[C@@H](N1CC2C(=CC=C(C3C=CC(NC(NC4C=CC=C(C(F)(F)F)C=4)=O)=CC=3)C=2)C1=O)C(O)=O.[O:38]=[C:39]1[C:47]2[C:42](=[CH:43][C:44]([C:48]3[CH:53]=[CH:52][C:51]([NH:54][C:55]([NH:57][C:58]4[CH:63]=[CH:62][CH:61]=[C:60]([C:64]([F:67])([F:66])[F:65])[CH:59]=4)=[O:56])=[CH:50][CH:49]=3)=[CH:45][CH:46]=2)[CH2:41][N:40]1[C@@H:68]([C:73]1[CH:78]=[CH:77][CH:76]=[CH:75][CH:74]=1)[C:69]([O:71]C)=[O:70]. No catalyst specified. The product is [O:38]=[C:39]1[C:47]2[C:42](=[CH:43][C:44]([C:48]3[CH:53]=[CH:52][C:51]([NH:54][C:55]([NH:57][C:58]4[CH:63]=[CH:62][CH:61]=[C:60]([C:64]([F:66])([F:65])[F:67])[CH:59]=4)=[O:56])=[CH:50][CH:49]=3)=[CH:45][CH:46]=2)[CH2:41][N:40]1[C@@H:68]([C:73]1[CH:74]=[CH:75][CH:76]=[CH:77][CH:78]=1)[C:69]([OH:71])=[O:70]. The yield is 0.920. (3) The reactants are CO[C:3](=[O:21])[C:4]1[CH:9]=[C:8]([C:10]2[N:11]=[N:12][CH:13]=[CH:14][CH:15]=2)[C:7]([C:16]([F:19])([F:18])[F:17])=[CH:6][C:5]=1[NH2:20].ClC([O:25][C:26]1C=CC(Cl)=CC=1)=O.[CH3:33][S:34]([NH:37][NH2:38])(=[O:36])=[O:35].CCN(C(C)C)C(C)C. The catalyst is O1CCOCC1. The product is [O:25]=[C:26]1[N:38]([NH:37][S:34]([CH3:33])(=[O:36])=[O:35])[C:3](=[O:21])[C:4]2[C:5](=[CH:6][C:7]([C:16]([F:17])([F:18])[F:19])=[C:8]([C:10]3[N:11]=[N:12][CH:13]=[CH:14][CH:15]=3)[CH:9]=2)[NH:20]1. The yield is 0.120. (4) The reactants are [CH2:1]([N:8]([CH2:20][C:21]1[CH:26]=[CH:25][CH:24]=[CH:23][CH:22]=1)[C@@H:9]([CH2:12][C:13]1[CH:18]=[CH:17][CH:16]=[C:15]([F:19])[CH:14]=1)[CH2:10][OH:11])[C:2]1[CH:7]=[CH:6][CH:5]=[CH:4][CH:3]=1.CCN(CC)CC. The catalyst is CS(C)=O.O.CCOC(C)=O. The product is [CH2:20]([N:8]([CH2:1][C:2]1[CH:3]=[CH:4][CH:5]=[CH:6][CH:7]=1)[C@@H:9]([CH2:12][C:13]1[CH:18]=[CH:17][CH:16]=[C:15]([F:19])[CH:14]=1)[CH:10]=[O:11])[C:21]1[CH:22]=[CH:23][CH:24]=[CH:25][CH:26]=1. The yield is 0.900. (5) The product is [CH3:11][N:9]1[C:10]2[C:6](=[CH:5][CH:4]=[CH:3][C:2]=2[CH3:1])[CH:7]=[CH:8]1. The reactants are [CH3:1][C:2]1[CH:3]=[CH:4][CH:5]=[C:6]2[C:10]=1[NH:9][CH:8]=[CH:7]2.[CH3:11]C1C2C(=CC=CC=2)NC=1. No catalyst specified. The yield is 0.900. (6) No catalyst specified. The reactants are [CH:1]1([OH:6])[CH2:5][CH2:4][CH2:3][CH2:2]1.F[C:8]1[CH:13]=[CH:12][CH:11]=[CH:10][C:9]=1[N+:14]([O-:16])=[O:15].[CH:17]1([O:22][C:23]2[CH:29]=[CH:28][CH:27]=[CH:26][C:24]=2[NH2:25])[CH2:21][CH2:20][CH2:19][CH2:18]1.[NH2:30][C:31]1[S:32][CH:33]=[CH:34][N:35]=1. The yield is 0.800. The product is [CH:1]1([O:6][C:8]2[CH:13]=[CH:12][CH:11]=[CH:10][C:9]=2[N+:14]([O-:16])=[O:15])[CH2:5][CH2:4][CH2:3][CH2:2]1.[CH:17]1([O:22][C:23]2[CH:29]=[CH:28][CH:27]=[CH:26][C:24]=2[NH:25][C:1]([NH:30][C:31]2[S:32][CH:33]=[CH:34][N:35]=2)=[O:6])[CH2:21][CH2:20][CH2:19][CH2:18]1. (7) The reactants are [F:1][C:2]1[CH:3]=[C:4]([C:10]2[C:15]([C:16]3[CH:21]=[CH:20][C:19]([O:22][CH3:23])=[CH:18][CH:17]=3)=[N:14][NH:13][C:12](=[O:24])[CH:11]=2)[CH:5]=[CH:6][C:7]=1[O:8][CH3:9].Cl[CH2:26][CH:27]1[CH2:29][CH2:28]1. No catalyst specified. The product is [CH:27]1([CH2:26][N:13]2[C:12](=[O:24])[CH:11]=[C:10]([C:4]3[CH:5]=[CH:6][C:7]([O:8][CH3:9])=[C:2]([F:1])[CH:3]=3)[C:15]([C:16]3[CH:17]=[CH:18][C:19]([O:22][CH3:23])=[CH:20][CH:21]=3)=[N:14]2)[CH2:29][CH2:28]1. The yield is 0.938.